This data is from M1 muscarinic receptor antagonist screen with 61,756 compounds. The task is: Binary Classification. Given a drug SMILES string, predict its activity (active/inactive) in a high-throughput screening assay against a specified biological target. (1) The compound is S1CCN=C1NC(=O)C(NC(=O)c1sccc1)C. The result is 0 (inactive). (2) The drug is O1CCN(C(c2n(nnn2)C2CCCC2)c2cc3c([nH]c2=O)c(ccc3)C)CC1. The result is 0 (inactive). (3) The drug is S(c1c(C(=O)N2CCN(CC2)c2c(F)cccc2)cccc1)CC. The result is 0 (inactive). (4) The compound is O=C1N(C(=O)N(C(=O)/C1=C(/Nc1cc2CCCc2cc1)CC)C)C. The result is 0 (inactive). (5) The molecule is o1c(C(=O)NCCCN2CCC(CC2)C)cc2c1c1c(nc2C)cccc1. The result is 1 (active). (6) The molecule is Clc1c(CSCC(=O)N)c(Cl)ccc1. The result is 0 (inactive). (7) The compound is S1CN(CN(C1=S)C)C. The result is 0 (inactive). (8) The molecule is OC(CN1CCN(CC1)C(=O)C(c1ccccc1)c1ccccc1)COc1ccccc1. The result is 1 (active). (9) The drug is Fc1c(N2CCN(CC2)C(=O)c2occc2)cc2n(CC)cc(c(=O)c2c1)C(=O)NCc1occc1. The result is 0 (inactive).